This data is from Catalyst prediction with 721,799 reactions and 888 catalyst types from USPTO. The task is: Predict which catalyst facilitates the given reaction. (1) Reactant: [Cl:1][C:2]1[N:11]=[CH:10][CH:9]=[C:8]2[C:3]=1[CH:4]=[C:5]([C:27]1[CH:32]=[CH:31][CH:30]=[CH:29][CH:28]=1)[C:6]([C:12]1[CH:17]=[CH:16][C:15]([CH:18]([NH:20]S(C(C)(C)C)=O)[CH3:19])=[CH:14][CH:13]=1)=[N:7]2.CCOC(C)=O.Cl. Product: [Cl-:1].[Cl:1][C:2]1[N:11]=[CH:10][CH:9]=[C:8]2[C:3]=1[CH:4]=[C:5]([C:27]1[CH:28]=[CH:29][CH:30]=[CH:31][CH:32]=1)[C:6]([C:12]1[CH:13]=[CH:14][C:15]([C@H:18]([NH3+:20])[CH3:19])=[CH:16][CH:17]=1)=[N:7]2. The catalyst class is: 28. (2) Reactant: [CH2:1]([O:4][CH2:5][C:6]([CH2:11][O:12][CH2:13][CH:14]=[CH2:15])([CH2:9][CH3:10])[CH2:7][OH:8])[CH:2]=[CH2:3].C(Cl)(=O)C(Cl)=O. Product: [CH2:13]([O:12][CH2:11][C:6]([CH2:5][O:4][CH2:1][CH:2]=[CH2:3])([CH2:9][CH3:10])[CH:7]=[O:8])[CH:14]=[CH2:15]. The catalyst class is: 16. (3) The catalyst class is: 4. Product: [F:32][C:33]([F:38])([F:37])[C:34]([OH:36])=[O:35].[F:32][C:33]([F:38])([F:37])[C:34]([OH:36])=[O:35].[O:1]([C:8]1[C:13]2[C:14]([NH:17][CH2:18][CH:19]3[CH2:24][CH2:23][NH:22][CH2:21][CH2:20]3)=[N:15][NH:16][C:12]=2[CH:11]=[CH:10][N:9]=1)[C:2]1[CH:3]=[CH:4][CH:5]=[CH:6][CH:7]=1. Reactant: [O:1]([C:8]1[C:13]2[C:14]([NH:17][CH2:18][CH:19]3[CH2:24][CH2:23][N:22](C(OC(C)(C)C)=O)[CH2:21][CH2:20]3)=[N:15][NH:16][C:12]=2[CH:11]=[CH:10][N:9]=1)[C:2]1[CH:7]=[CH:6][CH:5]=[CH:4][CH:3]=1.[F:32][C:33]([F:38])([F:37])[C:34]([OH:36])=[O:35]. (4) Reactant: [CH:1]1([NH:7][C:8]([C:10]2[CH:11]([NH2:34])[C:12]3[C:17]([C:18]=2[C:19]2[CH:24]=[CH:23][CH:22]=[CH:21][CH:20]=2)=[CH:16][CH:15]=[C:14]([O:25][CH2:26][CH2:27][N:28]2[CH2:33][CH2:32][O:31][CH2:30][CH2:29]2)[CH:13]=3)=[O:9])[CH2:6][CH2:5][CH2:4][CH2:3][CH2:2]1.[C:35](Cl)(=[O:37])[CH3:36].C(N(CC)CC)C. Product: [CH:1]1([NH:7][C:8]([C:10]2[CH:11]([NH:34][C:35](=[O:37])[CH3:36])[C:12]3[C:17]([C:18]=2[C:19]2[CH:24]=[CH:23][CH:22]=[CH:21][CH:20]=2)=[CH:16][CH:15]=[C:14]([O:25][CH2:26][CH2:27][N:28]2[CH2:29][CH2:30][O:31][CH2:32][CH2:33]2)[CH:13]=3)=[O:9])[CH2:2][CH2:3][CH2:4][CH2:5][CH2:6]1. The catalyst class is: 4. (5) Reactant: [C:1]([NH:4][NH2:5])(N)=[NH:2].Cl.[CH:7]1([C:10]2[C:19]3[C:14](=[CH:15][CH:16]=[CH:17][CH:18]=3)[C:13]([N:20]=[C:21]=[S:22])=[CH:12][CH:11]=2)[CH2:9][CH2:8]1.C(N(C(C)C)CC)(C)C. Product: [NH2:2][C:1]1[N:20]([C:13]2[C:14]3[C:19](=[CH:18][CH:17]=[CH:16][CH:15]=3)[C:10]([CH:7]3[CH2:9][CH2:8]3)=[CH:11][CH:12]=2)[C:21]([SH:22])=[N:5][N:4]=1. The catalyst class is: 3. (6) Reactant: [CH3:1][C:2]1[N:3]([CH2:19][C:20]([OH:22])=[O:21])[C:4]2[C:9]([C:10]=1[CH2:11][C:12]1[CH:17]=[CH:16][C:15](=[O:18])[NH:14][N:13]=1)=[CH:8][CH:7]=[CH:6][CH:5]=2.[F:23][C:24]1[CH:31]=[CH:30][C:27]([CH2:28]Br)=[CH:26][CH:25]=1.C([O-])([O-])=O.[K+].[K+].CN(C=O)C. Product: [F:23][C:24]1[CH:31]=[CH:30][C:27]([CH2:28][N:14]2[C:15](=[O:18])[CH:16]=[CH:17][C:12]([CH2:11][C:10]3[C:9]4[C:4](=[CH:5][CH:6]=[CH:7][CH:8]=4)[N:3]([CH2:19][C:20]([O:22][CH2:28][C:27]4[CH:30]=[CH:31][C:24]([F:23])=[CH:25][CH:26]=4)=[O:21])[C:2]=3[CH3:1])=[N:13]2)=[CH:26][CH:25]=1. The catalyst class is: 6. (7) Reactant: Cl[C:2]1[C:3]2[CH:10]=[C:9]([C:11]3[CH:16]=[CH:15][C:14]([N:17]4[CH2:22][CH2:21][N:20]([CH:23]5[CH2:26][O:25][CH2:24]5)[CH2:19][CH2:18]4)=[C:13]([O:27][CH3:28])[CH:12]=3)[N:8]([CH2:29][O:30][CH2:31][CH2:32][Si:33]([CH3:36])([CH3:35])[CH3:34])[C:4]=2[N:5]=[CH:6][N:7]=1.[O:37]1[CH2:42][CH2:41][CH:40]([O:43][C:44]2[CH:51]=[CH:50][C:49](B3OC(C)(C)C(C)(C)O3)=[CH:48][C:45]=2[C:46]#[N:47])[CH2:39][CH2:38]1.C([O-])([O-])=O.[Na+].[Na+]. Product: [CH3:28][O:27][C:13]1[CH:12]=[C:11]([C:9]2[N:8]([CH2:29][O:30][CH2:31][CH2:32][Si:33]([CH3:34])([CH3:36])[CH3:35])[C:4]3[N:5]=[CH:6][N:7]=[C:2]([C:49]4[CH:50]=[CH:51][C:44]([O:43][CH:40]5[CH2:41][CH2:42][O:37][CH2:38][CH2:39]5)=[C:45]([CH:48]=4)[C:46]#[N:47])[C:3]=3[CH:10]=2)[CH:16]=[CH:15][C:14]=1[N:17]1[CH2:22][CH2:21][N:20]([CH:23]2[CH2:26][O:25][CH2:24]2)[CH2:19][CH2:18]1. The catalyst class is: 104. (8) Reactant: [F:1][C:2]([F:45])([F:44])[C:3]1[CH:4]=[C:5]([C:13]([CH3:43])([CH3:42])[C:14]([N:16]([C:18]2[CH:19]=[N:20][C:21]([N:32]3[CH2:37][CH2:36][N:35]4[CH2:38][CH2:39][NH:40][CH2:41][CH:34]4[CH2:33]3)=[CH:22][C:23]=2[C:24]2[CH:29]=[CH:28][C:27]([F:30])=[CH:26][C:25]=2[CH3:31])[CH3:17])=[O:15])[CH:6]=[C:7]([C:9]([F:12])([F:11])[F:10])[CH:8]=1.C=O.[C:48](O[BH-](OC(=O)C)OC(=O)C)(=O)C.[Na+]. Product: [F:12][C:9]([F:11])([F:10])[C:7]1[CH:6]=[C:5]([C:13]([CH3:43])([CH3:42])[C:14]([N:16]([C:18]2[CH:19]=[N:20][C:21]([N:32]3[CH2:37][CH2:36][N:35]4[CH2:38][CH2:39][N:40]([CH3:48])[CH2:41][CH:34]4[CH2:33]3)=[CH:22][C:23]=2[C:24]2[CH:29]=[CH:28][C:27]([F:30])=[CH:26][C:25]=2[CH3:31])[CH3:17])=[O:15])[CH:4]=[C:3]([C:2]([F:44])([F:1])[F:45])[CH:8]=1. The catalyst class is: 10. (9) Reactant: [C:1]([O:5][C:6]([N:8]([CH3:29])[CH:9]([C:17]1[NH:18][C:19](=[O:28])[C:20]([OH:27])=[C:21]([C:23]([O:25]C)=O)[N:22]=1)[CH2:10][CH2:11][C:12]([CH3:16])([CH3:15])[CH2:13][OH:14])=[O:7])([CH3:4])([CH3:3])[CH3:2].[F:30][C:31]1[CH:36]=[CH:35][C:34]([CH2:37][NH2:38])=[CH:33][C:32]=1[CH3:39]. Product: [F:30][C:31]1[CH:36]=[CH:35][C:34]([CH2:37][NH:38][C:23]([C:21]2[N:22]=[C:17]([CH:9]([N:8]([CH3:29])[C:6](=[O:7])[O:5][C:1]([CH3:4])([CH3:3])[CH3:2])[CH2:10][CH2:11][C:12]([CH3:16])([CH3:15])[CH2:13][OH:14])[NH:18][C:19](=[O:28])[C:20]=2[OH:27])=[O:25])=[CH:33][C:32]=1[CH3:39]. The catalyst class is: 41. (10) Reactant: [Cl:1][C:2]1[C:3]([NH:35]S(C)(=O)=O)=[CH:4][C:5]2[N:9]=[C:8]([CH2:10][CH3:11])[N:7]([C:12]3[CH:17]=[CH:16][C:15]([CH2:18][CH2:19][NH:20][C:21]([NH:23][S:24]([C:27]4[CH:32]=[CH:31][C:30]([CH3:33])=[CH:29][CH:28]=4)(=[O:26])=[O:25])=[O:22])=[CH:14][CH:13]=3)[C:6]=2[CH:34]=1.[C:40](Cl)(=[O:42])[CH3:41].O. Product: [Cl:1][C:2]1[C:3]([NH:35][C:40](=[O:42])[CH3:41])=[CH:4][C:5]2[N:9]=[C:8]([CH2:10][CH3:11])[N:7]([C:12]3[CH:17]=[CH:16][C:15]([CH2:18][CH2:19][NH:20][C:21]([NH:23][S:24]([C:27]4[CH:32]=[CH:31][C:30]([CH3:33])=[CH:29][CH:28]=4)(=[O:25])=[O:26])=[O:22])=[CH:14][CH:13]=3)[C:6]=2[CH:34]=1. The catalyst class is: 17.